This data is from Reaction yield outcomes from USPTO patents with 853,638 reactions. The task is: Predict the reaction yield, written as a fraction of the theoretical maximum amount of product (1.0 means a 100% yield; for example, 0.34 means a 34% yield). (1) The catalyst is C1COCC1. The yield is 1.00. The product is [CH2:27]([N:7]([C:1]1[CH:2]=[CH:3][CH:4]=[CH:5][CH:6]=1)[C:8]1[CH:13]=[CH:12][CH:11]=[CH:10][C:9]=1[NH:14][C:15]([C:17]1[CH:18]=[CH:19][C:20]([C:21]([O:23][CH3:24])=[O:22])=[CH:25][CH:26]=1)=[O:16])[CH3:28]. The reactants are [C:1]1([NH:7][C:8]2[CH:13]=[CH:12][CH:11]=[CH:10][C:9]=2[NH:14][C:15]([C:17]2[CH:26]=[CH:25][C:20]([C:21]([O:23][CH3:24])=[O:22])=[CH:19][CH:18]=2)=[O:16])[CH:6]=[CH:5][CH:4]=[CH:3][CH:2]=1.[CH2:27]([Sn](Cl)(Cl)CCCC)[CH2:28]CC.C(=O)C.C1([SiH3])C=CC=CC=1. (2) The reactants are [OH:1][C:2]1[CH:11]=[C:10]2[C:5]([C:6](=[O:12])[NH:7][CH:8]=[N:9]2)=[CH:4][C:3]=1[O:13][CH3:14].[C:15](OC(=O)C)(=[O:17])[CH3:16]. The catalyst is N1C=CC=CC=1. The product is [C:15]([O:1][C:2]1[CH:11]=[C:10]2[C:5]([C:6](=[O:12])[NH:7][CH:8]=[N:9]2)=[CH:4][C:3]=1[O:13][CH3:14])(=[O:17])[CH3:16]. The yield is 0.840. (3) The yield is 0.780. The reactants are [Br:1][C:2]1[CH:7]=[CH:6][C:5](/[CH:8]=[CH:9]/[C:10]2[N:11]([CH2:23][C:24]3[CH:29]=[CH:28][C:27]([NH2:30])=[CH:26][CH:25]=3)[CH:12]=[C:13]([C:15]3[CH:20]=[CH:19][C:18]([Cl:21])=[CH:17][C:16]=3[Cl:22])[N:14]=2)=[CH:4][CH:3]=1.[CH3:31][S:32](Cl)(=[O:34])=[O:33]. The product is [Br:1][C:2]1[CH:3]=[CH:4][C:5](/[CH:8]=[CH:9]/[C:10]2[N:11]([CH2:23][C:24]3[CH:25]=[CH:26][C:27]([NH:30][S:32]([CH3:31])(=[O:34])=[O:33])=[CH:28][CH:29]=3)[CH:12]=[C:13]([C:15]3[CH:20]=[CH:19][C:18]([Cl:21])=[CH:17][C:16]=3[Cl:22])[N:14]=2)=[CH:6][CH:7]=1. No catalyst specified. (4) The reactants are N[C:2]1[S:6][C:5]([C:7]([O-:9])=[O:8])=[C:4]([I:10])[C:3]=1[C:11]#[N:12].[I:13]CI.N(OCCC[CH2:22][CH3:23])=O. The catalyst is C(#N)C. The product is [C:11]([C:3]1[C:4]([I:10])=[C:5]([C:7]([O:9][CH2:22][CH3:23])=[O:8])[S:6][C:2]=1[I:13])#[N:12]. The yield is 0.790. (5) The reactants are [Cl:1][C:2]1[N:7]=[CH:6][N:5]=[C:4]([O:8][C:9]2[CH:14]=[CH:13][C:12]([NH2:15])=[CH:11][CH:10]=2)[CH:3]=1.[C:16]1([N:22]=[C:23]=[O:24])[CH:21]=[CH:20][CH:19]=[CH:18][CH:17]=1.O. The catalyst is CN(C)C=O. The product is [Cl:1][C:2]1[N:7]=[CH:6][N:5]=[C:4]([O:8][C:9]2[CH:14]=[CH:13][C:12]([NH:15][C:23]([NH:22][C:16]3[CH:21]=[CH:20][CH:19]=[CH:18][CH:17]=3)=[O:24])=[CH:11][CH:10]=2)[CH:3]=1. The yield is 0.970. (6) The reactants are [CH3:1][O:2][C:3]1[CH:8]=[CH:7][C:6]([O:9][CH3:10])=[CH:5][CH:4]=1.[Br:11][C:12]1[CH:13]=[C:14]([CH2:20][C:21](O)=[O:22])[CH:15]=[C:16]([O:18][CH3:19])[CH:17]=1. No catalyst specified. The product is [Br:11][C:12]1[CH:13]=[C:14]([CH2:20][C:21]([C:7]2[CH:8]=[C:3]([O:2][CH3:1])[CH:4]=[CH:5][C:6]=2[O:9][CH3:10])=[O:22])[CH:15]=[C:16]([O:18][CH3:19])[CH:17]=1. The yield is 0.530.